This data is from Forward reaction prediction with 1.9M reactions from USPTO patents (1976-2016). The task is: Predict the product of the given reaction. (1) Given the reactants [F:1][C:2]1[CH:7]=[CH:6][C:5]([C:8]2[CH:12]=[C:11]([CH2:13][N:14]3[C:22]4[C:21]([CH3:23])=[C:20]([CH3:24])[N:19]=[C:18]([N:25](CC5C=CC(OC)=CC=5)CC5C=CC(OC)=CC=5)[C:17]=4[N:16]=[CH:15]3)[O:10][N:9]=2)=[CH:4][CH:3]=1, predict the reaction product. The product is: [F:1][C:2]1[CH:3]=[CH:4][C:5]([C:8]2[CH:12]=[C:11]([CH2:13][N:14]3[C:22]4[C:21]([CH3:23])=[C:20]([CH3:24])[N:19]=[C:18]([NH2:25])[C:17]=4[N:16]=[CH:15]3)[O:10][N:9]=2)=[CH:6][CH:7]=1. (2) Given the reactants C1(C)C=CC=CC=1.[OH:8][CH2:9][CH2:10][S:11][C:12]1[CH:13]=[CH:14][C:15]2[C:16](=[O:26])[C:17]3[C:22]([S:23][C:24]=2[CH:25]=1)=[CH:21][CH:20]=[CH:19][CH:18]=3.C[O:28][C:29](=O)[C:30]1[CH:35]=[CH:34][C:33]([CH2:36][N:37]2[CH2:42][CH2:41][CH2:40][N:39]3[CH2:43][CH2:44][CH2:45][CH:38]23)=[CH:32][CH:31]=1.[H-].[Li+], predict the reaction product. The product is: [O:26]=[C:16]1[C:15]2[CH:14]=[CH:13][C:12]([S:11][CH2:10][CH2:9][O:8][C:29](=[O:28])[C:30]3[CH:31]=[CH:32][C:33]([CH2:36][N:37]4[CH2:42][CH2:41][CH2:40][N:39]5[CH2:43][CH2:44][CH2:45][CH:38]45)=[CH:34][CH:35]=3)=[CH:25][C:24]=2[S:23][C:22]2[C:17]1=[CH:18][CH:19]=[CH:20][CH:21]=2. (3) Given the reactants [OH:1][C:2]1[CH:3]=[C:4]([C@H:8]2[CH2:12][CH2:11][C@:10]3([CH2:16][CH2:15][NH:14][C:13]3=[O:17])[N:9]2[C:18]([O:20][C:21]([CH3:24])([CH3:23])[CH3:22])=[O:19])[CH:5]=[CH:6][CH:7]=1.[F:25][C:26]1[CH:33]=[CH:32][CH:31]=[CH:30][C:27]=1[CH2:28]Br, predict the reaction product. The product is: [F:25][C:26]1[CH:33]=[CH:32][CH:31]=[CH:30][C:27]=1[CH2:28][O:1][C:2]1[CH:3]=[C:4]([C@H:8]2[CH2:12][CH2:11][C@:10]3([CH2:16][CH2:15][NH:14][C:13]3=[O:17])[N:9]2[C:18]([O:20][C:21]([CH3:24])([CH3:23])[CH3:22])=[O:19])[CH:5]=[CH:6][CH:7]=1. (4) Given the reactants [Br:1][C:2]1[CH:7]=[C:6]([S:8]([CH2:11][CH3:12])(=[O:10])=[O:9])[CH:5]=[CH:4][C:3]=1F.[CH:14]1([CH2:17][NH2:18])[CH2:16][CH2:15]1, predict the reaction product. The product is: [Br:1][C:2]1[CH:7]=[C:6]([S:8]([CH2:11][CH3:12])(=[O:10])=[O:9])[CH:5]=[CH:4][C:3]=1[NH:18][CH2:17][CH:14]1[CH2:16][CH2:15]1. (5) Given the reactants [OH:1][NH:2][C:3]([C:5]1[C:10]([CH3:11])=[CH:9][CH:8]=[CH:7][N:6]=1)=[NH:4].[CH3:12][C:13]1[CH:21]=[CH:20][CH:19]=[C:15]([C:16](O)=O)[C:14]=1[OH:22], predict the reaction product. The product is: [CH3:12][C:13]1[CH:21]=[CH:20][CH:19]=[C:15]([C:16]2[O:1][N:2]=[C:3]([C:5]3[C:10]([CH3:11])=[CH:9][CH:8]=[CH:7][N:6]=3)[N:4]=2)[C:14]=1[OH:22].